Dataset: Forward reaction prediction with 1.9M reactions from USPTO patents (1976-2016). Task: Predict the product of the given reaction. Given the reactants [CH2:1]([C:8]1[C:17]([O:18]C)=[CH:16][CH:15]=[C:14]2[C:9]=1[C:10](=[O:27])[N:11]([CH2:22][CH2:23][CH2:24][CH2:25][OH:26])[C:12](=[O:21])[N:13]2[CH3:20])[C:2]1[CH:7]=[CH:6][CH:5]=[CH:4][CH:3]=1.B(Br)(Br)Br.C([O-])([O-])=O.[Na+].[Na+], predict the reaction product. The product is: [CH2:1]([C:8]1[C:17]([OH:18])=[CH:16][CH:15]=[C:14]2[C:9]=1[C:10](=[O:27])[N:11]([CH2:22][CH2:23][CH2:24][CH2:25][OH:26])[C:12](=[O:21])[N:13]2[CH3:20])[C:2]1[CH:7]=[CH:6][CH:5]=[CH:4][CH:3]=1.